Dataset: Forward reaction prediction with 1.9M reactions from USPTO patents (1976-2016). Task: Predict the product of the given reaction. Given the reactants [CH3:1][O:2][C:3]([C:5]1[N:6]([CH3:12])[C:7]([CH2:10]O)=[N:8][CH:9]=1)=[O:4].[ClH:13].S(Cl)([Cl:16])=O, predict the reaction product. The product is: [ClH:16].[CH3:1][O:2][C:3]([C:5]1[N:6]([CH3:12])[C:7]([CH2:10][Cl:13])=[N:8][CH:9]=1)=[O:4].